This data is from Peptide-MHC class I binding affinity with 185,985 pairs from IEDB/IMGT. The task is: Regression. Given a peptide amino acid sequence and an MHC pseudo amino acid sequence, predict their binding affinity value. This is MHC class I binding data. (1) The peptide sequence is PMIIGEPII. The MHC is HLA-A03:01 with pseudo-sequence HLA-A03:01. The binding affinity (normalized) is 0. (2) The peptide sequence is FTRMVVAAL. The MHC is HLA-C05:01 with pseudo-sequence HLA-C05:01. The binding affinity (normalized) is 0.0847. (3) The peptide sequence is GTFEGWLHR. The MHC is HLA-A03:01 with pseudo-sequence HLA-A03:01. The binding affinity (normalized) is 0.600. (4) The peptide sequence is VQFSILNNPV. The MHC is HLA-A02:03 with pseudo-sequence HLA-A02:03. The binding affinity (normalized) is 0.454. (5) The peptide sequence is SMFMSLLPA. The MHC is HLA-B08:01 with pseudo-sequence HLA-B08:01. The binding affinity (normalized) is 0.629. (6) The peptide sequence is FTYASALWEI. The MHC is HLA-A02:03 with pseudo-sequence HLA-A02:03. The binding affinity (normalized) is 0.834.